Predict the product of the given reaction. From a dataset of Forward reaction prediction with 1.9M reactions from USPTO patents (1976-2016). (1) The product is: [CH3:10][C:8]1[S:9][C:5]2[CH:4]=[CH:3][NH:13][C:11](=[O:12])[C:6]=2[N:7]=1. Given the reactants CO[CH:3](OC)[CH2:4][C:5]1[S:9][C:8]([CH3:10])=[N:7][C:6]=1[C:11]([NH2:13])=[O:12].S(=O)(=O)(O)O, predict the reaction product. (2) Given the reactants [CH3:1][CH2:2][C:3]1[C:21]2=[N:22][C:5](=[CH:6][C:7]3[NH:11][C:10]([CH:12]=[C:13]4[C@@H:32]([CH3:33])[C@H:31]([CH2:34][CH2:35][C:36]([O:38][CH3:39])=[O:37])[C:15]([C:16]5C(=O)O[C:25](=[O:26])[C:24]6[C:17]=5[NH:18][C:19]([C:23]=6[CH3:30])=[CH:20]2)=[N:14]4)=[C:9]([CH3:40])[C:8]=3[CH:41]=[CH2:42])[C:4]=1[CH3:43], predict the reaction product. The product is: [CH3:1][CH2:2][C:3]1[C:4]([CH3:43])=[C:5]2[NH:22][C:21]=1[CH:20]=[C:19]1[N:18]=[C:17]3[C:24]([C:25]([CH:35]([C:36]([O:38][CH3:39])=[O:37])[C:16]3=[C:15]3[N:14]=[C:13]([CH:12]=[C:10]4[NH:11][C:7](=[CH:6]2)[C:8]([CH:41]=[CH2:42])=[C:9]4[CH3:40])[CH:32]([CH3:33])[CH:31]3[CH2:34][CH2:35][C:36]([O:38][CH3:39])=[O:37])=[O:26])=[C:23]1[CH3:30]. (3) Given the reactants [CH:1]1[C:13]2[CH:12]([CH2:14][O:15][C:16]([O:18]N3C(=O)CCC3=O)=O)[C:11]3[C:6](=[CH:7][CH:8]=[CH:9][CH:10]=3)[C:5]=2[CH:4]=[CH:3][CH:2]=1.[NH2:26][C:27]1[CH:36]=[CH:35][CH:34]=[C:33]2[C:28]=1[CH2:29][CH2:30][NH:31][CH2:32]2, predict the reaction product. The product is: [CH:1]1[C:13]2[CH:12]([CH2:14][O:15][C:16]([N:31]3[CH2:30][CH2:29][C:28]4[C:33](=[CH:34][CH:35]=[CH:36][C:27]=4[NH2:26])[CH2:32]3)=[O:18])[C:11]3[C:6](=[CH:7][CH:8]=[CH:9][CH:10]=3)[C:5]=2[CH:4]=[CH:3][CH:2]=1. (4) The product is: [C:4]([O:3][C:1]([N:8]1[CH2:13][CH2:12][CH:11]([O:14][CH2:23][C:22]([O:21][C:17]([CH3:20])([CH3:19])[CH3:18])=[O:25])[CH2:10][CH2:9]1)=[O:2])([CH3:7])([CH3:6])[CH3:5]. Given the reactants [C:1]([N:8]1[CH2:13][CH2:12][CH:11]([OH:14])[CH2:10][CH2:9]1)([O:3][C:4]([CH3:7])([CH3:6])[CH3:5])=[O:2].[OH-].[Na+].[C:17]([O:21][C:22](=[O:25])[CH2:23]Br)([CH3:20])([CH3:19])[CH3:18], predict the reaction product. (5) Given the reactants [CH:1]1[C:14]2[CH:13]([C:15]([NH2:17])=[O:16])[C:12]3[C:7](=[CH:8][CH:9]=[CH:10][CH:11]=3)[O:6][C:5]=2[CH:4]=[CH:3][CH:2]=1.[CH2:18]([C:21](Cl)=[O:22])[CH2:19][CH3:20], predict the reaction product. The product is: [C:21]([NH:17][C:15]([CH:13]1[C:14]2[CH:1]=[CH:2][CH:3]=[CH:4][C:5]=2[O:6][C:7]2[C:12]1=[CH:11][CH:10]=[CH:9][CH:8]=2)=[O:16])(=[O:22])[CH2:18][CH2:19][CH3:20]. (6) Given the reactants [CH3:1][S:2](Cl)(=[O:4])=[O:3].[CH2:6]([O:8][C:9](=[O:19])[C@@H:10]1[CH2:14][CH:13]([OH:15])[CH2:12][N:11]1[C:16](=[O:18])[CH3:17])[CH3:7].C(N(CC)CC)C.Cl, predict the reaction product. The product is: [CH2:6]([O:8][C:9](=[O:19])[C@@H:10]1[CH2:14][CH:13]([O:15][S:2]([CH3:1])(=[O:4])=[O:3])[CH2:12][N:11]1[C:16](=[O:18])[CH3:17])[CH3:7]. (7) Given the reactants [OH:1][C:2]1[N:7]=[C:6]([C:8]([NH:10][CH2:11][CH:12]2[CH2:17][CH2:16][O:15][CH2:14][CH2:13]2)=[O:9])[C:5]([NH:18][C:19]([C:21]2[C:30]3[C:25](=[CH:26][CH:27]=[CH:28][CH:29]=3)[C:24]([CH2:31][N:32]3[CH:36]=[CH:35][N:34]=[N:33]3)=[CH:23][CH:22]=2)=[O:20])=[CH:4][CH:3]=1.[CH2:37](Br)[C:38]1[CH:43]=[CH:42][CH:41]=[CH:40][CH:39]=1, predict the reaction product. The product is: [CH2:37]([O:1][C:2]1[N:7]=[C:6]([C:8]([NH:10][CH2:11][CH:12]2[CH2:13][CH2:14][O:15][CH2:16][CH2:17]2)=[O:9])[C:5]([NH:18][C:19]([C:21]2[C:30]3[C:25](=[CH:26][CH:27]=[CH:28][CH:29]=3)[C:24]([CH2:31][N:32]3[CH:36]=[CH:35][N:34]=[N:33]3)=[CH:23][CH:22]=2)=[O:20])=[CH:4][CH:3]=1)[C:38]1[CH:43]=[CH:42][CH:41]=[CH:40][CH:39]=1.